From a dataset of Experimental lipophilicity measurements (octanol/water distribution) for 4,200 compounds from AstraZeneca. Regression/Classification. Given a drug SMILES string, predict its absorption, distribution, metabolism, or excretion properties. Task type varies by dataset: regression for continuous measurements (e.g., permeability, clearance, half-life) or binary classification for categorical outcomes (e.g., BBB penetration, CYP inhibition). For this dataset (lipophilicity_astrazeneca), we predict Y. (1) The compound is CCN(CC)CCOc1ccc(C(O)(Cc2ccc(Cl)cc2)c2ccc(C)cc2)cc1. The Y is 3.98 logD. (2) The compound is Cc1cc(Nc2nc(N[C@@H](C)c3ccc(F)cn3)cnc2C)n[nH]1. The Y is 1.73 logD. (3) The drug is O=C(Nc1ccccc1F)N[C@H]1N=C(c2ccccc2)c2ccccc2NC1=O. The Y is 4.00 logD. (4) The molecule is CCN1CCOC(C(=O)N2CCN(C(=O)Nc3ccc(Cl)c(Cl)c3)CC2)C1. The Y is 2.10 logD. (5) The compound is Cc1cccc([C@H](C)c2c[nH]cn2)c1C. The Y is 2.79 logD.